From a dataset of Peptide-MHC class II binding affinity with 134,281 pairs from IEDB. Regression. Given a peptide amino acid sequence and an MHC pseudo amino acid sequence, predict their binding affinity value. This is MHC class II binding data. (1) The peptide sequence is QEDWKSDPSQGGGIK. The MHC is DRB1_0101 with pseudo-sequence DRB1_0101. The binding affinity (normalized) is 0.253. (2) The peptide sequence is LIGPTPVNIIGRNLLTQIGC. The MHC is HLA-DQA10501-DQB10201 with pseudo-sequence HLA-DQA10501-DQB10201. The binding affinity (normalized) is 0.152. (3) The peptide sequence is NISGYNYSLSAAVKA. The MHC is DRB4_0101 with pseudo-sequence DRB4_0103. The binding affinity (normalized) is 0.139.